From a dataset of Forward reaction prediction with 1.9M reactions from USPTO patents (1976-2016). Predict the product of the given reaction. (1) Given the reactants C(OC([NH:8][C@@:9]([CH3:22])([C@@H:14]([OH:21])[C:15]1[CH:19]=[C:18]([CH3:20])[O:17][N:16]=1)[C:10]([O:12][CH3:13])=[O:11])=O)(C)(C)C.[ClH:23].CO, predict the reaction product. The product is: [ClH:23].[NH2:8][C@@:9]([CH3:22])([C@@H:14]([OH:21])[C:15]1[CH:19]=[C:18]([CH3:20])[O:17][N:16]=1)[C:10]([O:12][CH3:13])=[O:11].[ClH:23]. (2) Given the reactants [F:1][C:2]1[CH:7]=[CH:6][C:5]([C:8]2[C:17]([C:18]3[CH:23]=[CH:22][C:21]([F:24])=[CH:20][CH:19]=3)=[CH:16][C:15]([O:25]C)=[C:14]3[C:9]=2[C:10](=[O:27])[NH:11][CH:12]=[N:13]3)=[CH:4][CH:3]=1.B(Br)(Br)Br.CO, predict the reaction product. The product is: [F:1][C:2]1[CH:3]=[CH:4][C:5]([C:8]2[C:17]([C:18]3[CH:23]=[CH:22][C:21]([F:24])=[CH:20][CH:19]=3)=[CH:16][C:15]([OH:25])=[C:14]3[C:9]=2[C:10](=[O:27])[NH:11][CH:12]=[N:13]3)=[CH:6][CH:7]=1. (3) Given the reactants [Cl:1][C:2]1[CH:3]=[C:4]([C:9]2[CH2:13][CH2:12][C:11](=[O:14])[CH:10]=2)[CH:5]=[CH:6][C:7]=1[Cl:8].[BH4-].[Na+], predict the reaction product. The product is: [Cl:1][C:2]1[CH:3]=[C:4]([C:9]2[CH2:13][CH2:12][CH:11]([OH:14])[CH:10]=2)[CH:5]=[CH:6][C:7]=1[Cl:8]. (4) Given the reactants NC1C=CC(C(OC)=O)=C(Cl)C=1C#C.[NH2:15][C:16]1[CH:25]=[C:24]([Cl:26])[C:19]([C:20]([O:22][CH3:23])=[O:21])=[C:18]([Cl:27])[C:17]=1[C:28]#[C:29][Si](C)(C)C, predict the reaction product. The product is: [NH2:15][C:16]1[CH:25]=[C:24]([Cl:26])[C:19]([C:20]([O:22][CH3:23])=[O:21])=[C:18]([Cl:27])[C:17]=1[C:28]#[CH:29]. (5) Given the reactants Cl[C:2]1[N:6]([CH3:7])[N:5]=[CH:4][C:3]=1[N+:8]([O-:10])=[O:9].[F:11][C:12]([F:28])([F:27])[C@H:13]1[CH2:18][NH:17][CH2:16][C@@H:15]([NH:19][C:20](=[O:26])[O:21][C:22]([CH3:25])([CH3:24])[CH3:23])[CH2:14]1.CCN(C(C)C)C(C)C, predict the reaction product. The product is: [CH3:7][N:6]1[C:2]([N:17]2[CH2:18][C@H:13]([C:12]([F:28])([F:27])[F:11])[CH2:14][C@H:15]([NH:19][C:20](=[O:26])[O:21][C:22]([CH3:24])([CH3:23])[CH3:25])[CH2:16]2)=[C:3]([N+:8]([O-:10])=[O:9])[CH:4]=[N:5]1. (6) The product is: [CH:22]1([N:10]2[C:9]3[N:8]=[C:7]([N:5]4[CH:6]=[C:2]([C:32]5[N:33]=[CH:34][S:35][CH:36]=5)[N:3]=[CH:4]4)[N:16]=[CH:15][C:14]=3[N:13]3[CH:17]=[N:18][N:19]=[C:12]3[C@H:11]2[CH2:20][CH3:21])[CH2:26][CH2:25][CH2:24][CH2:23]1. Given the reactants Br[C:2]1[N:3]=[CH:4][N:5]([C:7]2[N:16]=[CH:15][C:14]3[N:13]4[CH:17]=[N:18][N:19]=[C:12]4[C@@H:11]([CH2:20][CH3:21])[N:10]([CH:22]4[CH2:26][CH2:25][CH2:24][CH2:23]4)[C:9]=3[N:8]=2)[CH:6]=1.C([Sn](CCCC)(CCCC)[C:32]1[N:33]=[CH:34][S:35][CH:36]=1)CCC, predict the reaction product. (7) Given the reactants Cl.[C:2]1(=[O:12])[C:6]2([CH2:11][CH2:10][CH2:9][NH:8][CH2:7]2)[CH2:5][CH2:4][O:3]1.C(N(CC)CC)C.[F:20][C:21]([F:33])([F:32])[C:22]1[CH:27]=[CH:26][C:25]([S:28](Cl)(=[O:30])=[O:29])=[CH:24][CH:23]=1, predict the reaction product. The product is: [F:33][C:21]([F:20])([F:32])[C:22]1[CH:23]=[CH:24][C:25]([S:28]([N:8]2[CH2:9][CH2:10][CH2:11][C:6]3([C:2](=[O:12])[O:3][CH2:4][CH2:5]3)[CH2:7]2)(=[O:30])=[O:29])=[CH:26][CH:27]=1.